This data is from CYP2D6 inhibition data for predicting drug metabolism from PubChem BioAssay. The task is: Regression/Classification. Given a drug SMILES string, predict its absorption, distribution, metabolism, or excretion properties. Task type varies by dataset: regression for continuous measurements (e.g., permeability, clearance, half-life) or binary classification for categorical outcomes (e.g., BBB penetration, CYP inhibition). Dataset: cyp2d6_veith. (1) The compound is CC(=O)N[C@@H](CC(C)C)C(=O)O. The result is 0 (non-inhibitor). (2) The compound is O=c1c(-c2cccc(F)c2)nc2cncnc2n1Cc1ccccc1Cl. The result is 0 (non-inhibitor). (3) The compound is CN(C)C(N)=NCCC[C@H](N)C(=O)O. The result is 0 (non-inhibitor). (4) The drug is Cc1cnc(CNc2cc(-c3ccc(C(=O)N(C)C)cc3)ncn2)cn1. The result is 0 (non-inhibitor). (5) The compound is CCOC(=O)Cc1csc(NC(=S)NC(=O)c2ccc(F)cc2)n1. The result is 0 (non-inhibitor).